The task is: Predict which catalyst facilitates the given reaction.. This data is from Catalyst prediction with 721,799 reactions and 888 catalyst types from USPTO. (1) Reactant: [NH2:1][CH:2]1[CH2:7][CH2:6][CH:5]([CH2:8][CH:9]2[CH2:14][CH2:13][CH:12]([NH:15][C:16]3[CH:21]=[C:20]([C:22]4[C:30]5[C:25](=[N:26][CH:27]=[C:28]([O:31][CH3:32])[CH:29]=5)[NH:24][CH:23]=4)[CH:19]=[C:18]([Cl:33])[N:17]=3)[CH2:11][CH2:10]2)[CH2:4][CH2:3]1.[CH:34]1([C:37](O)=[O:38])[CH2:36][CH2:35]1.C1C=CC2N(O)N=NC=2C=1.C(Cl)CCl.C(N(CC)CC)C. Product: [Cl:33][C:18]1[N:17]=[C:16]([NH:15][CH:12]2[CH2:11][CH2:10][CH:9]([CH2:8][CH:5]3[CH2:6][CH2:7][CH:2]([NH:1][C:37]([CH:34]4[CH2:36][CH2:35]4)=[O:38])[CH2:3][CH2:4]3)[CH2:14][CH2:13]2)[CH:21]=[C:20]([C:22]2[C:30]3[C:25](=[N:26][CH:27]=[C:28]([O:31][CH3:32])[CH:29]=3)[NH:24][CH:23]=2)[CH:19]=1. The catalyst class is: 18. (2) Reactant: [C:1]([O:5][C:6]([N:8]1[CH2:13][CH2:12][C:11]([NH:26]C(OCC2C3C=CC=CC=3C3C2=CC=CC=3)=O)([C:14](=[O:25])[NH:15][C:16]2([C:19]3[CH:24]=[CH:23][CH:22]=[CH:21][N:20]=3)[CH2:18][CH2:17]2)[CH2:10][CH2:9]1)=[O:7])([CH3:4])([CH3:3])[CH3:2].N1CCCCC1. Product: [C:1]([O:5][C:6]([N:8]1[CH2:13][CH2:12][C:11]([NH2:26])([C:14](=[O:25])[NH:15][C:16]2([C:19]3[CH:24]=[CH:23][CH:22]=[CH:21][N:20]=3)[CH2:18][CH2:17]2)[CH2:10][CH2:9]1)=[O:7])([CH3:4])([CH3:2])[CH3:3]. The catalyst class is: 31.